From a dataset of Experimentally validated miRNA-target interactions with 360,000+ pairs, plus equal number of negative samples. Binary Classification. Given a miRNA mature sequence and a target amino acid sequence, predict their likelihood of interaction. The miRNA is mmu-miR-1981-5p with sequence GUAAAGGCUGGGCUUAGACGUGGC. The protein sequence of the target gene is MSLVDLGKRLLEAARKGQDDEVRTLMANGAPFTTDWLGTSPLHLAAQYGHYSTAEVLLRAGVSRDARTKVDRTPLHMAAADGHVHIVELLVRSGADVNAKDMLQMTALHWATEHHHRDVVELLIKYGADVYAFSKFDKSAFDIAMEKNNTEILVMLQEAMQNQVNTNHERANPVANPVTVTAPFIFTSGEVINLASFVSSANTKATSAHLEEMEEGNSLDSSTQQVVGSGGQRVITIVTDGVPLGNIQTSLPAGGIGQPFIVTMQDGQQVLTVPAGQVAEETIIEDEEEEEEKLPLVKRP.... Result: 1 (interaction).